From a dataset of Forward reaction prediction with 1.9M reactions from USPTO patents (1976-2016). Predict the product of the given reaction. (1) The product is: [CH3:15][O:14][N:13]([CH3:12])[C:6](=[O:7])[C:5]1[CH:9]=[CH:10][C:2]([Cl:1])=[N:3][CH:4]=1. Given the reactants [Cl:1][C:2]1[CH:10]=[CH:9][C:5]([C:6](Cl)=[O:7])=[CH:4][N:3]=1.Cl.[CH3:12][NH:13][O:14][CH3:15].C(N(CC)CC)C, predict the reaction product. (2) The product is: [C:1]([N:5]1[C:9](=[O:10])[C:8]([NH:11][CH2:12][C:13]([O:15][C:29]2[CH:30]=[CH:31][C:26]([O:25][CH3:24])=[CH:27][CH:28]=2)=[O:14])=[C:7]([C:16]2[CH:21]=[CH:20][CH:19]=[CH:18][CH:17]=2)[S:6]1(=[O:23])=[O:22])([CH3:4])([CH3:2])[CH3:3]. Given the reactants [C:1]([N:5]1[C:9](=[O:10])[C:8]([NH:11][CH2:12][C:13]([OH:15])=[O:14])=[C:7]([C:16]2[CH:21]=[CH:20][CH:19]=[CH:18][CH:17]=2)[S:6]1(=[O:23])=[O:22])([CH3:4])([CH3:3])[CH3:2].[CH3:24][O:25][C:26]1[CH:31]=[CH:30][C:29](O)=[CH:28][CH:27]=1, predict the reaction product. (3) Given the reactants Br.[CH3:2][C:3]1([CH3:27])[CH2:12][CH2:11][C:10]([CH3:14])([CH3:13])[C:9]2[CH:8]=[C:7]([C:15]3[N:16]=[C:17]([N:20]4[CH2:25][CH2:24][CH:23]([NH2:26])[CH2:22][CH2:21]4)[S:18][CH:19]=3)[CH:6]=[CH:5][C:4]1=2.C([Si](C)(C)[O:33][CH2:34][CH:35]=O)(C)(C)C.C1COCC1.CCCC[N+](CCCC)(CCCC)CCCC.[F-].C1COCC1, predict the reaction product. The product is: [CH3:2][C:3]1([CH3:27])[CH2:12][CH2:11][C:10]([CH3:13])([CH3:14])[C:9]2[CH:8]=[C:7]([C:15]3[N:16]=[C:17]([N:20]4[CH2:25][CH2:24][CH:23]([NH:26][CH2:35][CH2:34][OH:33])[CH2:22][CH2:21]4)[S:18][CH:19]=3)[CH:6]=[CH:5][C:4]1=2. (4) Given the reactants P(Br)(Br)[Br:2].[O:5]([C:12]1[CH:19]=[CH:18][CH:17]=[CH:16][C:13]=1[CH2:14]O)[C:6]1[CH:11]=[CH:10][CH:9]=[CH:8][CH:7]=1.O, predict the reaction product. The product is: [O:5]([C:12]1[CH:19]=[CH:18][CH:17]=[CH:16][C:13]=1[CH2:14][Br:2])[C:6]1[CH:11]=[CH:10][CH:9]=[CH:8][CH:7]=1. (5) Given the reactants Cl.[CH3:2][CH:3]([CH2:8][N:9]1[CH2:13][CH2:12][CH2:11][CH2:10]1)[CH2:4][C:5]([OH:7])=O.C(Cl)(=O)C(Cl)=O.C(OC([N:27]1[C:31]([NH2:32])=[CH:30][C:29]([C:33]2[CH:34]=[N:35][C:36]([O:39][CH3:40])=[CH:37][CH:38]=2)=[N:28]1)=O)(C)(C)C.Cl, predict the reaction product. The product is: [CH3:40][O:39][C:36]1[N:35]=[CH:34][C:33]([C:29]2[CH:30]=[C:31]([NH:32][C:5](=[O:7])[CH2:4][CH:3]([CH3:2])[CH2:8][N:9]3[CH2:13][CH2:12][CH2:11][CH2:10]3)[NH:27][N:28]=2)=[CH:38][CH:37]=1.